From a dataset of Forward reaction prediction with 1.9M reactions from USPTO patents (1976-2016). Predict the product of the given reaction. Given the reactants [NH2:1][C:2]1[C:3]([C:7]2[N:11]([C:12]3[CH:17]=[CH:16][CH:15]=[C:14]([Cl:18])[CH:13]=3)[C:10](=[O:19])[O:9][N:8]=2)=[N:4][O:5][N:6]=1.[C:20]([O:24][C:25]([NH:27][CH2:28][C:29]1[CH:37]=[CH:36][C:32]([C:33](O)=[O:34])=[CH:31][CH:30]=1)=[O:26])([CH3:23])([CH3:22])[CH3:21].C(N(CC)C(C)C)(C)C, predict the reaction product. The product is: [Cl:18][C:14]1[CH:13]=[C:12]([N:11]2[C:10](=[O:19])[O:9][N:8]=[C:7]2[C:3]2[C:2]([NH:1][C:33]([C:32]3[CH:31]=[CH:30][C:29]([CH2:28][NH:27][C:25](=[O:26])[O:24][C:20]([CH3:21])([CH3:22])[CH3:23])=[CH:37][CH:36]=3)=[O:34])=[N:6][O:5][N:4]=2)[CH:17]=[CH:16][CH:15]=1.